Dataset: Forward reaction prediction with 1.9M reactions from USPTO patents (1976-2016). Task: Predict the product of the given reaction. (1) The product is: [ClH:12].[ClH:12].[Cl:12][C:13]1[CH:14]=[C:15]([NH:27][C:28]2[C:37]3[C:32](=[CH:33][CH:34]=[CH:35][C:36]=3[O:11][CH2:10][C@H:5]3[CH2:6][NH:7][CH2:8][CH2:9][N:4]3[CH3:3])[N:31]=[CH:30][N:29]=2)[CH:16]=[CH:17][C:18]=1[O:19][CH2:20][C:21]1[CH:26]=[CH:25][CH:24]=[CH:23][N:22]=1. Given the reactants [H-].[Na+].[CH3:3][N:4]1[CH2:9][CH2:8][NH:7][CH2:6][C@@H:5]1[CH2:10][OH:11].[Cl:12][C:13]1[CH:14]=[C:15]([NH:27][C:28]2[C:37]3[C:32](=[CH:33][CH:34]=[CH:35][C:36]=3F)[N:31]=[CH:30][N:29]=2)[CH:16]=[CH:17][C:18]=1[O:19][CH2:20][C:21]1[CH:26]=[CH:25][CH:24]=[CH:23][N:22]=1, predict the reaction product. (2) Given the reactants Cl.[NH2:2][CH:3]1[CH2:8][CH2:7][N:6]([C:9]([O:11][C:12]([CH3:15])([CH3:14])[CH3:13])=[O:10])[CH2:5][CH2:4]1.Cl[C:17](=[O:23])[CH2:18][C:19]([O:21][CH3:22])=[O:20].CCN(C(C)C)C(C)C, predict the reaction product. The product is: [CH3:22][O:21][C:19](=[O:20])[CH2:18][C:17]([NH:2][CH:3]1[CH2:4][CH2:5][N:6]([C:9]([O:11][C:12]([CH3:15])([CH3:14])[CH3:13])=[O:10])[CH2:7][CH2:8]1)=[O:23].